This data is from Catalyst prediction with 721,799 reactions and 888 catalyst types from USPTO. The task is: Predict which catalyst facilitates the given reaction. Reactant: [Cl:1][C:2]1[CH:3]=[CH:4][CH:5]=[C:6]2[C:11]=1[N:10]=[C:9]([C:12]1[CH:17]=[CH:16][CH:15]=[CH:14][C:13]=1[Cl:18])[C:8]([CH2:19][NH2:20])=[CH:7]2.[NH2:21][C:22]1[N:30]=[C:29]2[C:25]([NH:26][CH:27]=[N:28]2)=[C:24](Cl)[N:23]=1.C(N(CC)C(C)C)(C)C. Product: [Cl:1][C:2]1[CH:3]=[CH:4][CH:5]=[C:6]2[C:11]=1[N:10]=[C:9]([C:12]1[CH:17]=[CH:16][CH:15]=[CH:14][C:13]=1[Cl:18])[C:8]([CH2:19][NH:20][C:24]1[N:23]=[C:22]([NH2:21])[N:30]=[C:29]3[C:25]=1[N:26]=[CH:27][NH:28]3)=[CH:7]2. The catalyst class is: 51.